This data is from Forward reaction prediction with 1.9M reactions from USPTO patents (1976-2016). The task is: Predict the product of the given reaction. Given the reactants [CH3:1][N:2]([CH2:4][C:5]1[N:9]([C:10]2[CH:18]=[CH:17][C:13]([C:14]([OH:16])=O)=[CH:12][C:11]=2[C:19]([F:22])([F:21])[F:20])[C:8]2[CH:23]=[CH:24][CH:25]=[CH:26][C:7]=2[N:6]=1)[CH3:3].CN(C(ON1N=NC2C=CC=CC1=2)=[N+](C)C)C.[B-](F)(F)(F)F.C(N(C(C)C)CC)(C)C.[Cl:58][C:59]1[CH:70]=[CH:69][C:62]2[NH:63][C:64]([C@@H:66]([NH2:68])[CH3:67])=[N:65][C:61]=2[CH:60]=1.ClCl, predict the reaction product. The product is: [Cl:58][C:59]1[CH:70]=[CH:69][C:62]2[NH:63][C:64]([C@@H:66]([NH:68][C:14](=[O:16])[C:13]3[CH:17]=[CH:18][C:10]([N:9]4[C:8]5[CH:23]=[CH:24][CH:25]=[CH:26][C:7]=5[N:6]=[C:5]4[CH2:4][N:2]([CH3:3])[CH3:1])=[C:11]([C:19]([F:20])([F:22])[F:21])[CH:12]=3)[CH3:67])=[N:65][C:61]=2[CH:60]=1.